Task: Regression. Given a peptide amino acid sequence and an MHC pseudo amino acid sequence, predict their binding affinity value. This is MHC class I binding data.. Dataset: Peptide-MHC class I binding affinity with 185,985 pairs from IEDB/IMGT (1) The binding affinity (normalized) is 0.504. The MHC is HLA-A02:02 with pseudo-sequence HLA-A02:02. The peptide sequence is LRYFIMAYV. (2) The peptide sequence is RPPMVTSGL. The MHC is HLA-B15:09 with pseudo-sequence HLA-B15:09. The binding affinity (normalized) is 0.0847. (3) The peptide sequence is LIFLLVLLDY. The MHC is HLA-A02:03 with pseudo-sequence HLA-A02:03. The binding affinity (normalized) is 0.443. (4) The MHC is H-2-Kd with pseudo-sequence H-2-Kd. The binding affinity (normalized) is 0.0915. The peptide sequence is SYWLVRTEL. (5) The peptide sequence is YQKVGMQKY. The MHC is BoLA-D18.4 with pseudo-sequence BoLA-D18.4. The binding affinity (normalized) is 0.410. (6) The peptide sequence is DIVGGLFTY. The MHC is HLA-B58:01 with pseudo-sequence HLA-B58:01. The binding affinity (normalized) is 0.0847. (7) The peptide sequence is FPFKYWAAF. The MHC is Mamu-A2201 with pseudo-sequence Mamu-A2201. The binding affinity (normalized) is 0.919. (8) The peptide sequence is KTGEKSRCY. The MHC is HLA-A01:01 with pseudo-sequence HLA-A01:01. The binding affinity (normalized) is 0.0738.